Dataset: Forward reaction prediction with 1.9M reactions from USPTO patents (1976-2016). Task: Predict the product of the given reaction. (1) Given the reactants [CH:1]([C:9]1[NH:13][C:12]2[CH:14]=[CH:15][CH:16]=[CH:17][C:11]=2[N:10]=1)=[CH:2][C:3]1[CH:8]=[CH:7][CH:6]=[CH:5][CH:4]=1.[Cl:18][C:19]1[CH:24]=[CH:23][CH:22]=[C:21]([CH3:25])[N:20]=1.N1C=CC=CC=1N1C2C=CC=CC=2N=C1/C=C/C1C=CC=CC=1.Cl, predict the reaction product. The product is: [ClH:18].[CH3:25][C:21]1[N:20]=[C:19]([N:13]2[C:12]3[CH:14]=[CH:15][CH:16]=[CH:17][C:11]=3[N:10]=[C:9]2/[CH:1]=[CH:2]/[C:3]2[CH:4]=[CH:5][CH:6]=[CH:7][CH:8]=2)[CH:24]=[CH:23][CH:22]=1. (2) Given the reactants C[Mg]Br.[C:4]([O:8][C:9]([NH:11][C:12]1[S:16][C:15]([C:17]2[C:22]([F:23])=[CH:21][CH:20]=[CH:19][C:18]=2[F:24])=[N:14][C:13]=1[C:25]([NH:27][C:28]1[C:29]([N:38]2[CH2:43][CH2:42][CH2:41][C@H:40]([NH:44][C:45](=[O:51])[O:46][C:47]([CH3:50])([CH3:49])[CH3:48])[CH2:39]2)=[C:30]2[CH2:36][CH2:35][C:34](=[O:37])[C:31]2=[N:32][CH:33]=1)=[O:26])=[O:10])([CH3:7])([CH3:6])[CH3:5].[CH3:52]COC(C)=O.Cl, predict the reaction product. The product is: [C:4]([O:8][C:9]([NH:11][C:12]1[S:16][C:15]([C:17]2[C:18]([F:24])=[CH:19][CH:20]=[CH:21][C:22]=2[F:23])=[N:14][C:13]=1[C:25]([NH:27][C:28]1[C:29]([N:38]2[CH2:43][CH2:42][CH2:41][C@H:40]([NH:44][C:45](=[O:51])[O:46][C:47]([CH3:50])([CH3:49])[CH3:48])[CH2:39]2)=[C:30]2[CH2:36][CH2:35][C:34]([OH:37])([CH3:52])[C:31]2=[N:32][CH:33]=1)=[O:26])=[O:10])([CH3:7])([CH3:6])[CH3:5]. (3) Given the reactants [CH3:1][C:2]1[N:3]=[C:4]([CH:7]([OH:9])[CH3:8])[S:5][CH:6]=1.C1C(=O)N([Br:17])C(=O)C1, predict the reaction product. The product is: [Br:17][C:6]1[S:5][C:4]([CH:7]([OH:9])[CH3:8])=[N:3][C:2]=1[CH3:1].